Dataset: Reaction yield outcomes from USPTO patents with 853,638 reactions. Task: Predict the reaction yield, written as a fraction of the theoretical maximum amount of product (1.0 means a 100% yield; for example, 0.34 means a 34% yield). (1) The reactants are CCOCC.[OH:6][C:7]1[CH:12]=[CH:11][CH:10]=[CH:9][C:8]=1[C:13]1[N:22]=[C:21]([N:23]2[CH2:27][CH2:26][C@@H:25]([NH:28][C:29](=[O:35])[O:30][CH2:31][CH2:32][O:33][CH3:34])[CH2:24]2)[C:20]2[C:15](=[CH:16][C:17]([CH3:36])=[CH:18][CH:19]=2)[N:14]=1.[ClH:37]. The catalyst is C(Cl)Cl. The product is [ClH:37].[OH:6][C:7]1[CH:12]=[CH:11][CH:10]=[CH:9][C:8]=1[C:13]1[N:22]=[C:21]([N:23]2[CH2:27][CH2:26][C@@H:25]([NH:28][C:29](=[O:35])[O:30][CH2:31][CH2:32][O:33][CH3:34])[CH2:24]2)[C:20]2[C:15](=[CH:16][C:17]([CH3:36])=[CH:18][CH:19]=2)[N:14]=1. The yield is 0.800. (2) The reactants are [Al+3].[Cl-].[Cl-].[Cl-].[Cl:5][CH2:6][CH2:7][CH2:8][C:9](Cl)=[O:10].[CH3:12][C:13]([C:18]1[CH:23]=[CH:22][CH:21]=[CH:20][CH:19]=1)([CH3:17])[C:14]([OH:16])=[O:15].[N:24]1([C:29]([NH2:31])=[O:30])[CH2:28][CH2:27][CH2:26][CH2:25]1. The catalyst is C(Cl)(Cl)(Cl)Cl. The product is [N:24]1([C:29]([NH2:31])=[O:30])[CH2:28][CH2:27][CH2:26][CH2:25]1.[Cl:5][CH2:6][CH2:7][CH2:8][C:9]([C:21]1[CH:22]=[CH:23][C:18]([C:13]([CH3:17])([CH3:12])[C:14]([OH:16])=[O:15])=[CH:19][CH:20]=1)=[O:10]. The yield is 0.780. (3) The catalyst is OS(O)(=O)=O. The product is [Cl:1][C:2]1[C:10]([N+:15]([O-:17])=[O:16])=[CH:9][C:8]([C:11]([F:12])([F:13])[F:14])=[CH:7][C:3]=1[C:4]([OH:6])=[O:5]. The reactants are [Cl:1][C:2]1[CH:10]=[CH:9][C:8]([C:11]([F:14])([F:13])[F:12])=[CH:7][C:3]=1[C:4]([OH:6])=[O:5].[N+:15]([O-])([O-:17])=[O:16].[K+]. The yield is 0.900.